This data is from Forward reaction prediction with 1.9M reactions from USPTO patents (1976-2016). The task is: Predict the product of the given reaction. (1) Given the reactants [CH2:1]([O:3][C:4]([C:6]1[CH:7]([C:25]2[CH:30]=[CH:29][CH:28]=[CH:27][CH:26]=2)[C:8]2[C:13](=O)[NH:12][C:11](=[O:15])[N:10]([C:16]3[CH:21]=[CH:20][CH:19]=[CH:18][CH:17]=3)[C:9]=2[NH:22][C:23]=1[CH3:24])=[O:5])[CH3:2].CN(C)C=O.O=P(Cl)(Cl)[Cl:38].C([O-])(=O)C.[K+], predict the reaction product. The product is: [CH2:1]([O:3][C:4]([C:6]1[CH:7]([C:25]2[CH:30]=[CH:29][CH:28]=[CH:27][CH:26]=2)[C:8]2[C:13]([Cl:38])=[N:12][C:11](=[O:15])[N:10]([C:16]3[CH:21]=[CH:20][CH:19]=[CH:18][CH:17]=3)[C:9]=2[NH:22][C:23]=1[CH3:24])=[O:5])[CH3:2]. (2) The product is: [Cl:31][C:13]1[CH:12]=[CH:11][N:10]=[C:9]2[NH:8][C:16]([C@H:17]3[CH2:22][CH2:21][C@H:20]([NH:23][C:24](=[O:30])[O:25][C:26]([CH3:29])([CH3:28])[CH3:27])[CH2:19][CH2:18]3)=[CH:15][C:14]=12. Given the reactants C(OC([NH:8][C:9]1[C:14]([C:15]#[C:16][C@H:17]2[CH2:22][CH2:21][C@H:20]([NH:23][C:24](=[O:30])[O:25][C:26]([CH3:29])([CH3:28])[CH3:27])[CH2:19][CH2:18]2)=[C:13]([Cl:31])[CH:12]=[CH:11][N:10]=1)=O)(C)(C)C.CC(C)([O-])C.[K+], predict the reaction product.